Predict the product of the given reaction. From a dataset of Forward reaction prediction with 1.9M reactions from USPTO patents (1976-2016). (1) Given the reactants [Br:1][C:2]1[C:3](OC)=[C:4]([C:14]#[N:15])[C:5](=O)[N:6]([CH:8]([CH:10]2[CH2:12][CH2:11]2)[CH3:9])[CH:7]=1.[OH2:18].[NH2:19][NH2:20], predict the reaction product. The product is: [NH2:15][C:14]1[C:4]2[C:5](=[O:18])[N:6]([CH:8]([CH:10]3[CH2:12][CH2:11]3)[CH3:9])[CH:7]=[C:2]([Br:1])[C:3]=2[NH:20][N:19]=1. (2) The product is: [CH2:5]([N:12]1[CH2:17][CH2:16][C:15]([CH2:1][CH3:2])([OH:18])[CH2:14][CH2:13]1)[C:6]1[CH:7]=[CH:8][CH:9]=[CH:10][CH:11]=1. Given the reactants [CH2:1]([Mg]Br)[CH3:2].[CH2:5]([N:12]1[CH2:17][CH2:16][C:15](=[O:18])[CH2:14][CH2:13]1)[C:6]1[CH:11]=[CH:10][CH:9]=[CH:8][CH:7]=1.[Cl-].[NH4+], predict the reaction product.